Dataset: Forward reaction prediction with 1.9M reactions from USPTO patents (1976-2016). Task: Predict the product of the given reaction. Given the reactants Cl.[CH2:2]([O:9][C:10]1[C:11]([C:24]([O:26][C:27]([CH3:30])([CH3:29])[CH3:28])=[O:25])=[N:12][C:13]([CH2:17][CH:18]2[CH2:23][CH2:22][NH:21][CH2:20][CH2:19]2)=[N:14][C:15]=1[CH3:16])[C:3]1[CH:8]=[CH:7][CH:6]=[CH:5][CH:4]=1.[Br:31][C:32]1[CH:33]=[CH:34][C:35](Cl)=[N:36][CH:37]=1.C(=O)([O-])[O-].[K+].[K+], predict the reaction product. The product is: [CH2:2]([O:9][C:10]1[C:11]([C:24]([O:26][C:27]([CH3:30])([CH3:29])[CH3:28])=[O:25])=[N:12][C:13]([CH2:17][CH:18]2[CH2:23][CH2:22][N:21]([C:35]3[CH:34]=[CH:33][C:32]([Br:31])=[CH:37][N:36]=3)[CH2:20][CH2:19]2)=[N:14][C:15]=1[CH3:16])[C:3]1[CH:4]=[CH:5][CH:6]=[CH:7][CH:8]=1.